This data is from hERG Central: cardiac toxicity at 1µM, 10µM, and general inhibition. The task is: Predict hERG channel inhibition at various concentrations. (1) The drug is CCOC(=O)C1CCN(CC(O)COC(CC)c2ccccc2)CC1.Cl. Results: hERG_inhib (hERG inhibition (general)): blocker. (2) The compound is CCn1c(SCc2ccc(C#N)cc2)nnc1-c1cccc(Cl)c1. Results: hERG_inhib (hERG inhibition (general)): blocker. (3) The compound is CCOc1ccc(NC(=O)CSc2ccc3nnc(-c4ccccn4)n3n2)cc1. Results: hERG_inhib (hERG inhibition (general)): blocker. (4) The drug is CN(CCNC(=O)c1cc2c(-c3ccccc3F)nn(C)c2s1)C1CCCCC1. Results: hERG_inhib (hERG inhibition (general)): blocker. (5) The drug is N#Cc1ccc(OCCN2C(=O)NC3(CCSC3)C2=O)cc1. Results: hERG_inhib (hERG inhibition (general)): blocker. (6) The compound is Cc1ccc(C(=O)NC(C)c2ccc(-n3ccnc3)cc2)c(C)c1. Results: hERG_inhib (hERG inhibition (general)): blocker. (7) The molecule is COc1cc(C(=O)N2CCCN(c3nc4cc(C)ccc4cc3C#N)CC2)cc(OC)c1OC. Results: hERG_inhib (hERG inhibition (general)): blocker. (8) The molecule is CCOC(=O)C(CCCCOc1ccc([N+](=O)[O-])cc1)C(=O)OCC. Results: hERG_inhib (hERG inhibition (general)): blocker.